Predict which catalyst facilitates the given reaction. From a dataset of Catalyst prediction with 721,799 reactions and 888 catalyst types from USPTO. (1) The catalyst class is: 163. Reactant: [CH3:1][C:2]1[N:7]=[C:6]([C:8]([OH:10])=O)[C:5]([O:11][CH2:12][CH2:13][CH3:14])=[CH:4][CH:3]=1.CCN(C(C)C)C(C)C.CN(C(ON1N=NC2C=CC=CC1=2)=[N+](C)C)C.[B-](F)(F)(F)F.[C@@H:46]12[CH2:52][C@@H:51]1[CH2:50][C@@H:49]([CH2:53][NH:54][C:55]1[CH:60]=[CH:59][C:58]([C:61]([F:64])([F:63])[F:62])=[CH:57][N:56]=1)[NH:48][CH2:47]2. Product: [CH3:1][C:2]1[N:7]=[C:6]([C:8]([N:48]2[C@H:49]([CH2:53][NH:54][C:55]3[CH:60]=[CH:59][C:58]([C:61]([F:62])([F:63])[F:64])=[CH:57][N:56]=3)[CH2:50][C@@H:51]3[C@@H:46]([CH2:52]3)[CH2:47]2)=[O:10])[C:5]([O:11][CH2:12][CH2:13][CH3:14])=[CH:4][CH:3]=1. (2) Reactant: [CH2:1]([N:8]1[CH2:13][CH2:12][N:11]([C:14]([O:16][C:17]([CH3:20])([CH3:19])[CH3:18])=[O:15])[C@H:10]([CH2:21][C:22]2[CH:27]=[CH:26][C:25]([OH:28])=[CH:24][CH:23]=2)[CH2:9]1)[C:2]1[CH:7]=[CH:6][CH:5]=[CH:4][CH:3]=1.Br[CH2:30][C:31]([O:33][CH2:34][C:35]1[CH:40]=[CH:39][CH:38]=[CH:37][CH:36]=1)=[O:32].C(=O)([O-])[O-].[K+].[K+]. Product: [CH2:1]([N:8]1[CH2:13][CH2:12][N:11]([C:14]([O:16][C:17]([CH3:19])([CH3:20])[CH3:18])=[O:15])[C@H:10]([CH2:21][C:22]2[CH:27]=[CH:26][C:25]([O:28][CH2:30][C:31]([O:33][CH2:34][C:35]3[CH:40]=[CH:39][CH:38]=[CH:37][CH:36]=3)=[O:32])=[CH:24][CH:23]=2)[CH2:9]1)[C:2]1[CH:3]=[CH:4][CH:5]=[CH:6][CH:7]=1. The catalyst class is: 3. (3) Reactant: [I:1]I.N1C=CN=C1.C1(P(C2C=CC=CC=2)C2C=CC=CC=2)C=CC=CC=1.[CH3:27][O:28][C:29]1[N:34]=[C:33]([CH2:35]O)[CH:32]=[CH:31][CH:30]=1. Product: [I:1][CH2:35][C:33]1[CH:32]=[CH:31][CH:30]=[C:29]([O:28][CH3:27])[N:34]=1. The catalyst class is: 4. (4) Reactant: [C:1]1([CH3:11])[CH:6]=[CH:5][C:4]([S:7](Cl)(=[O:9])=[O:8])=[CH:3][CH:2]=1.[CH:12]1([OH:18])[CH2:16][CH2:15][CH:14]([OH:17])[CH2:13]1. Product: [CH3:11][C:1]1[CH:6]=[CH:5][C:4]([S:7]([O:17][CH:14]2[CH2:15][CH2:16][CH:12]([OH:18])[CH2:13]2)(=[O:9])=[O:8])=[CH:3][CH:2]=1. The catalyst class is: 272. (5) Reactant: [Cl:1][C:2]1[CH:3]=[CH:4][C:5]([O:18][CH:19]2[CH2:21][CH2:20]2)=[C:6]([C:8]2[C:12]([C:13]([O:15][CH2:16][CH3:17])=[O:14])=[CH:11][NH:10][N:9]=2)[CH:7]=1.[H-].[Na+].[CH3:24][Si:25]([CH2:28][CH2:29][O:30][CH2:31]Cl)([CH3:27])[CH3:26]. Product: [Cl:1][C:2]1[CH:3]=[CH:4][C:5]([O:18][CH:19]2[CH2:21][CH2:20]2)=[C:6]([C:8]2[N:9]([CH2:31][O:30][CH2:29][CH2:28][Si:25]([CH3:27])([CH3:26])[CH3:24])[N:10]=[CH:11][C:12]=2[C:13]([O:15][CH2:16][CH3:17])=[O:14])[CH:7]=1. The catalyst class is: 1. (6) Reactant: Cl.[CH2:2]([O:9][C:10]1[CH:15]=[CH:14][C:13]([N+:16]([O-])=O)=[C:12]([CH3:19])[CH:11]=1)[C:3]1[CH:8]=[CH:7][CH:6]=[CH:5][CH:4]=1.C(=O)([O-])[O-].[K+].[K+]. Product: [CH2:2]([O:9][C:10]1[CH:15]=[CH:14][C:13]([NH2:16])=[C:12]([CH3:19])[CH:11]=1)[C:3]1[CH:4]=[CH:5][CH:6]=[CH:7][CH:8]=1. The catalyst class is: 490. (7) Reactant: [CH3:1][O:2][C:3]1[CH:4]=[C:5]([CH:11]=[CH:12][CH:13]=1)[O:6][CH2:7][C:8]([OH:10])=O.ON1C2C=CC=CC=2N=N1.C(N=C=NCCCN(C)C)C.CN1CCOCC1.[NH2:42][C:43]1[CH:48]=[CH:47][CH:46]=[CH:45][C:44]=1[NH:49][C:50]([C:52]1[S:60][C:55]2[CH2:56][NH:57][CH2:58][CH2:59][C:54]=2[CH:53]=1)=[O:51]. Product: [NH2:42][C:43]1[CH:48]=[CH:47][CH:46]=[CH:45][C:44]=1[NH:49][C:50]([C:52]1[S:60][C:55]2[CH2:56][N:57]([C:8](=[O:10])[CH2:7][O:6][C:5]3[CH:11]=[CH:12][CH:13]=[C:3]([O:2][CH3:1])[CH:4]=3)[CH2:58][CH2:59][C:54]=2[CH:53]=1)=[O:51]. The catalyst class is: 3. (8) Reactant: [F-].C([N+](CCCC)(CCCC)CCCC)CCC.[Si]([O:26][C@@H:27]([CH2:40][CH2:41][CH2:42][CH2:43][CH3:44])[C@H:28]([N:30]1[CH:38]=[N:37][C:36]2[C:31]1=[N:32][CH:33]=[N:34][C:35]=2[NH2:39])[CH3:29])(C(C)(C)C)(C)C.ClCCl.CO. Product: [NH2:39][C:35]1[N:34]=[CH:33][N:32]=[C:31]2[C:36]=1[N:37]=[CH:38][N:30]2[C@@H:28]([C@@H:27]([OH:26])[CH2:40][CH2:41][CH2:42][CH2:43][CH3:44])[CH3:29]. The catalyst class is: 54. (9) Reactant: [Br:1]Br.[CH3:3][O:4][CH:5]([O:9][CH3:10])[C:6](=[O:8])[CH3:7]. Product: [Br:1][CH2:7][C:6](=[O:8])[CH:5]([O:9][CH3:10])[O:4][CH3:3]. The catalyst class is: 5.